Dataset: Reaction yield outcomes from USPTO patents with 853,638 reactions. Task: Predict the reaction yield, written as a fraction of the theoretical maximum amount of product (1.0 means a 100% yield; for example, 0.34 means a 34% yield). (1) The reactants are [OH:1][C:2]1[CH:7]=[CH:6][C:5]([C:8](=[O:10])[CH3:9])=[CH:4][C:3]=1[N+:11]([O-:13])=[O:12].[I-].[Na+].C(=O)([O-])[O-].[K+].[K+].[CH2:22](Br)[C:23]1[CH:28]=[CH:27][CH:26]=[CH:25][CH:24]=1. The catalyst is CC(C)=O. The product is [CH2:22]([O:1][C:2]1[CH:7]=[CH:6][C:5]([C:8](=[O:10])[CH3:9])=[CH:4][C:3]=1[N+:11]([O-:13])=[O:12])[C:23]1[CH:28]=[CH:27][CH:26]=[CH:25][CH:24]=1. The yield is 0.930. (2) The reactants are [H-].[Na+].C(OP([CH2:11][C:12]([O:14][CH2:15][CH3:16])=[O:13])(OCC)=O)C.[CH3:17][C:18]1[CH:28]=[C:21]2[C:22]([CH:26]=O)=[CH:23][CH:24]=[CH:25][N:20]2[N:19]=1.O. The catalyst is O1CCCC1. The product is [CH3:17][C:18]1[CH:28]=[C:21]2[C:22](/[CH:26]=[CH:11]/[C:12]([O:14][CH2:15][CH3:16])=[O:13])=[CH:23][CH:24]=[CH:25][N:20]2[N:19]=1. The yield is 0.910. (3) The reactants are [CH:1]([C:4]1[CH:9]=[C:8]([O:10][CH3:11])[CH:7]=[CH:6][C:5]=1[S:12]([C:15]1[CH:20]=[CH:19][C:18]([CH3:21])=[CH:17][CH:16]=1)(=[O:14])=[O:13])([CH3:3])[CH3:2].[C:22](Cl)(=[O:24])[CH3:23].[Al+3].[Cl-].[Cl-].[Cl-]. The catalyst is ClCCCl. The product is [CH:1]([C:4]1[C:5]([S:12]([C:15]2[CH:16]=[CH:17][C:18]([CH3:21])=[CH:19][CH:20]=2)(=[O:13])=[O:14])=[CH:6][C:7]([C:22](=[O:24])[CH3:23])=[C:8]([O:10][CH3:11])[CH:9]=1)([CH3:3])[CH3:2]. The yield is 0.790. (4) The reactants are B(F)(F)F.CC[O:7][CH2:8][CH3:9].[CH:10]([N:23]1[C:31]2[C:26](=[CH:27][C:28]([Cl:32])=[CH:29][CH:30]=2)[CH:25]=[C:24]1[CH2:33][CH2:34][NH:35][S:36]([CH2:39][C:40]1[CH:45]=[CH:44][C:43]([Cl:46])=[C:42]([Cl:47])[CH:41]=1)(=[O:38])=[O:37])([C:17]1[CH:22]=[CH:21][CH:20]=[CH:19][CH:18]=1)[C:11]1[CH:16]=[CH:15][CH:14]=[CH:13][CH:12]=1.C([SiH](CC)CC)C.C(OC(=O)C1[CH:64]=[CH:63][C:62]([CH2:65][CH2:66][CH:67]=O)=[CH:61][CH:60]=1)C.FC(F)(F)C(O)=[O:73].B(F)(F)F.C(=O)(O)[O-].[Na+].[OH-].[Na+].C(O)(=O)C. The catalyst is O.C1(C)C=CC=CC=1.O1CCCC1.C(Cl)Cl. The product is [CH:10]([N:23]1[C:31]2[C:26](=[CH:27][C:28]([Cl:32])=[CH:29][CH:30]=2)[C:25]([CH2:67][CH2:66][CH2:65][C:62]2[CH:63]=[CH:64][C:9]([C:8]([OH:7])=[O:73])=[CH:60][CH:61]=2)=[C:24]1[CH2:33][CH2:34][NH:35][S:36]([CH2:39][C:40]1[CH:45]=[CH:44][C:43]([Cl:46])=[C:42]([Cl:47])[CH:41]=1)(=[O:37])=[O:38])([C:11]1[CH:16]=[CH:15][CH:14]=[CH:13][CH:12]=1)[C:17]1[CH:18]=[CH:19][CH:20]=[CH:21][CH:22]=1. The yield is 0.650. (5) The reactants are C(O)(=O)C.C(O)(=O)C.IC1C=CC=CC=1.[Cl:16][C:17]1[N:22]=[C:21]([N:23]2[CH2:28][CH2:27][O:26][CH2:25][C@H:24]2[CH3:29])[CH:20]=[C:19]([C:30]([S:33]([CH3:35])=[O:34])([CH3:32])[CH3:31])[N:18]=1.[O-2].[Mg+2].[F:38][C:39]([F:44])([F:43])[C:40]([NH2:42])=[O:41]. The catalyst is C(Cl)Cl.CC([O-])=O.CC([O-])=O.CC([O-])=O.CC([O-])=O.[Rh+2].[Rh+2]. The product is [Cl:16][C:17]1[N:18]=[C:19]([C:30]([S:33]([CH3:35])(=[O:34])=[N:42][C:40](=[O:41])[C:39]([F:44])([F:43])[F:38])([CH3:32])[CH3:31])[CH:20]=[C:21]([N:23]2[CH2:28][CH2:27][O:26][CH2:25][C@H:24]2[CH3:29])[N:22]=1. The yield is 0.310. (6) The reactants are [NH2:1][C:2]1[CH:7]=[C:6]([O:8][CH3:9])[CH:5]=[CH:4][N:3]=1.Br[CH2:11][C:12](=O)[C:13]([O:15][CH2:16][CH3:17])=[O:14]. The catalyst is C(O)C. The product is [CH3:9][O:8][C:6]1[CH:5]=[CH:4][N:3]2[CH:11]=[C:12]([C:13]([O:15][CH2:16][CH3:17])=[O:14])[N:1]=[C:2]2[CH:7]=1. The yield is 0.580. (7) The yield is 0.650. The reactants are C(O[C:5](=[O:7])C)(=O)C.C(O)=O.[Cl:11][C:12]1[CH:17]=[C:16]([Cl:18])[CH:15]=[CH:14][C:13]=1[CH:19]1[S:25][C:24]([CH3:27])([CH3:26])[CH2:23][NH:22][C:21]2[N:28]([CH3:32])[N:29]=[C:30]([CH3:31])[C:20]1=2.C(=O)(O)[O-].[Na+]. The catalyst is C(OCC)(=O)C. The product is [Cl:11][C:12]1[CH:17]=[C:16]([Cl:18])[CH:15]=[CH:14][C:13]=1[CH:19]1[S:25][C:24]([CH3:27])([CH3:26])[CH2:23][N:22]([CH:5]=[O:7])[C:21]2[N:28]([CH3:32])[N:29]=[C:30]([CH3:31])[C:20]1=2. (8) The reactants are F.F.F.C(N(CC)CC)C.[Si]([O:28][CH2:29][C@H:30]1[O:34][C@@H:33]([N:35]2[CH:42]=[C:41]([CH3:43])[C:39](=[O:40])[NH:38][C:36]2=[O:37])[C@H:32]([O:44][CH2:45][CH2:46][O:47][N:48]([CH3:50])[CH3:49])[C@@H:31]1[OH:51])(C(C)(C)C)(C1C=CC=CC=1)C1C=CC=CC=1.CO. The catalyst is C1COCC1.C(Cl)Cl. The product is [CH3:49][N:48]([CH3:50])[O:47][CH2:46][CH2:45][O:44][C@@H:32]1[C@H:31]([OH:51])[C@@H:30]([CH2:29][OH:28])[O:34][C@H:33]1[N:35]1[CH:42]=[C:41]([CH3:43])[C:39](=[O:40])[NH:38][C:36]1=[O:37]. The yield is 0.925. (9) The reactants are [Si]([O:8][C@H:9]1[CH2:14][CH2:13][C@@H:12]([O:15][C:16]2[C:21]([Cl:22])=[CH:20][C:19]([S:23]([N:26]([CH2:33][C:34]3[CH:39]=[CH:38][C:37]([O:40][CH3:41])=[CH:36][C:35]=3[O:42][CH3:43])[C:27]3[CH:32]=[CH:31][N:30]=[CH:29][N:28]=3)(=[O:25])=[O:24])=[C:18]([F:44])[CH:17]=2)[C@H:11]([C:45]2[N:49]([CH3:50])[N:48]=[CH:47][CH:46]=2)[CH2:10]1)(C(C)(C)C)(C)C.[F-].C([N+](CCCC)(CCCC)CCCC)CCC. The catalyst is C1COCC1. The product is [Cl:22][C:21]1[C:16]([O:15][C@@H:12]2[CH2:13][CH2:14][C@H:9]([OH:8])[CH2:10][C@H:11]2[C:45]2[N:49]([CH3:50])[N:48]=[CH:47][CH:46]=2)=[CH:17][C:18]([F:44])=[C:19]([S:23]([N:26]([CH2:33][C:34]2[CH:39]=[CH:38][C:37]([O:40][CH3:41])=[CH:36][C:35]=2[O:42][CH3:43])[C:27]2[CH:32]=[CH:31][N:30]=[CH:29][N:28]=2)(=[O:25])=[O:24])[CH:20]=1. The yield is 0.820.